Dataset: Reaction yield outcomes from USPTO patents with 853,638 reactions. Task: Predict the reaction yield, written as a fraction of the theoretical maximum amount of product (1.0 means a 100% yield; for example, 0.34 means a 34% yield). (1) The reactants are [NH2:1][C:2]1[N:11]=[CH:10][C:9]2[C:8](SC)=[N:7][CH:6]=[N:5][C:4]=2[CH:3]=1.[F:14][C:15]([F:25])([F:24])[C:16]1[CH:23]=[CH:22][CH:21]=[CH:20][C:17]=1[CH2:18][NH2:19]. No catalyst specified. The product is [NH2:1][C:2]1[N:11]=[CH:10][C:9]2[C:8]([NH:19][CH2:18][C:17]3[CH:20]=[CH:21][CH:22]=[CH:23][C:16]=3[C:15]([F:14])([F:24])[F:25])=[N:7][CH:6]=[N:5][C:4]=2[CH:3]=1. The yield is 0.590. (2) The reactants are CN1C=C(C2NC3=NC=CC(C4C=CC(C5(NC(C6OC(C(C)(C)C)=NN=6)=O)CC5)=CC=4)=C3N=2)C=N1.[CH3:37][C:38]1([CH3:55])[C:42]([CH3:44])([CH3:43])[O:41][B:40]([C:45]2[CH:50]=[CH:49][C:48]([C:51]3([NH2:54])[CH2:53][CH2:52]3)=[CH:47][CH:46]=2)[O:39]1.[C:56]([C:60]1[N:64]=[C:63]([C:65](O)=[O:66])[O:62][N:61]=1)([CH3:59])([CH3:58])[CH3:57].CCCP(=O)=O.CCN(C(C)C)C(C)C.C(Cl)Cl. No catalyst specified. The product is [CH3:44][C:42]1([CH3:43])[C:38]([CH3:55])([CH3:37])[O:39][B:40]([C:45]2[CH:50]=[CH:49][C:48]([C:51]3([NH:54][C:65]([C:63]4[O:62][N:61]=[C:60]([C:56]([CH3:59])([CH3:58])[CH3:57])[N:64]=4)=[O:66])[CH2:53][CH2:52]3)=[CH:47][CH:46]=2)[O:41]1. The yield is 0.450. (3) The reactants are [OH:1][C:2]([CH3:21])([CH3:20])[CH2:3][N:4]1[C:8]([CH3:9])=[C:7]([C:10]([OH:12])=O)[C:6](=[O:13])[N:5]1[C:14]1[CH:19]=[CH:18][CH:17]=[CH:16][CH:15]=1.CN(C=O)C.[NH2:27][C:28]1[CH:48]=[CH:47][C:31]([O:32][C:33]2[N:38]=[CH:37][N:36]=[C:35]([NH:39][C:40]([N:42]3[CH2:46][CH2:45][CH2:44][CH2:43]3)=[O:41])[CH:34]=2)=[C:30]([F:49])[CH:29]=1.CN(C(ON1N=NC2C=CC=NC1=2)=[N+](C)C)C.F[P-](F)(F)(F)(F)F. The catalyst is ClCCl.O.ClCCl.CO. The product is [F:49][C:30]1[CH:29]=[C:28]([NH:27][C:10]([C:7]2[C:6](=[O:13])[N:5]([C:14]3[CH:15]=[CH:16][CH:17]=[CH:18][CH:19]=3)[N:4]([CH2:3][C:2]([OH:1])([CH3:20])[CH3:21])[C:8]=2[CH3:9])=[O:12])[CH:48]=[CH:47][C:31]=1[O:32][C:33]1[CH:34]=[C:35]([NH:39][C:40]([N:42]2[CH2:43][CH2:44][CH2:45][CH2:46]2)=[O:41])[N:36]=[CH:37][N:38]=1. The yield is 0.700.